Predict the reactants needed to synthesize the given product. From a dataset of Full USPTO retrosynthesis dataset with 1.9M reactions from patents (1976-2016). The reactants are: [Br:1][C:2]1[CH2:11][CH2:10][C:9]2[C:4](=[C:5]([F:12])[CH:6]=[CH:7][CH:8]=2)[C:3]=1[CH:13]=[O:14].ClC1C(=O)C(C#N)=C(C#N)C(=O)C=1Cl. Given the product [Br:1][C:2]1[CH:11]=[CH:10][C:9]2[C:4](=[C:5]([F:12])[CH:6]=[CH:7][CH:8]=2)[C:3]=1[CH:13]=[O:14], predict the reactants needed to synthesize it.